From a dataset of Catalyst prediction with 721,799 reactions and 888 catalyst types from USPTO. Predict which catalyst facilitates the given reaction. (1) Reactant: [OH:1][CH2:2][CH2:3][NH:4][C:5](=[O:11])[O:6][C:7]([CH3:10])([CH3:9])[CH3:8].[H-].[Na+].Cl[C:15]1[CH:20]=[CH:19][N:18]=[CH:17][C:16]=1[N+:21]([O-:23])=[O:22].O. Product: [N+:21]([C:16]1[CH:17]=[N:18][CH:19]=[CH:20][C:15]=1[O:1][CH2:2][CH2:3][NH:4][C:5](=[O:11])[O:6][C:7]([CH3:8])([CH3:10])[CH3:9])([O-:23])=[O:22]. The catalyst class is: 1. (2) Product: [CH:1]1([CH2:4][O:5][C:6]2[CH:7]=[CH:8][C:9]3[C:13]([CH:14]=2)=[N:12][N:11]([C@H:15]2[CH2:20][CH2:19][C@H:18]([CH:21]=[O:22])[CH2:17][CH2:16]2)[CH:10]=3)[CH2:2][CH2:3]1. The catalyst class is: 10. Reactant: [CH:1]1([CH2:4][O:5][C:6]2[CH:7]=[CH:8][C:9]3[C:13]([CH:14]=2)=[N:12][N:11]([C@H:15]2[CH2:20][CH2:19][C@H:18]([CH2:21][OH:22])[CH2:17][CH2:16]2)[CH:10]=3)[CH2:3][CH2:2]1.CC(OI1(OC(C)=O)(OC(C)=O)OC(=O)C2C=CC=CC1=2)=O. (3) Reactant: [ClH:1].[N+:2]([C:5]1[CH:12]=[CH:11][C:8]([CH2:9][NH2:10])=[CH:7][CH:6]=1)([O-:4])=[O:3].C(N(C(C)C)CC)(C)C.[NH:22](C(OC(C)(C)C)=O)[CH2:23][C:24]([O:26]N1C(=O)CCC1=O)=[O:25]. Product: [NH2:22][CH2:23][C:24]([OH:26])=[O:25].[ClH:1].[N+:2]([C:5]1[CH:6]=[CH:7][C:8]([CH2:9][NH-:10])=[CH:11][CH:12]=1)([O-:4])=[O:3]. The catalyst class is: 4. (4) Reactant: [CH2:1]([N:3]([CH2:37][CH3:38])[CH2:4][CH2:5][N:6]1[C:10]2[CH:11]=[CH:12][C:13]([NH:15][C:16]([NH:18]C(=O)C3C=CC=CC=3)=[S:17])=[CH:14][C:9]=2[N:8]=[C:7]1[CH2:27][C:28]1[CH:33]=[CH:32][C:31]([O:34][CH2:35][CH3:36])=[CH:30][CH:29]=1)[CH3:2].[OH-].[Na+]. Product: [CH2:37]([N:3]([CH2:1][CH3:2])[CH2:4][CH2:5][N:6]1[C:10]2[CH:11]=[CH:12][C:13]([NH:15][C:16]([NH2:18])=[S:17])=[CH:14][C:9]=2[N:8]=[C:7]1[CH2:27][C:28]1[CH:33]=[CH:32][C:31]([O:34][CH2:35][CH3:36])=[CH:30][CH:29]=1)[CH3:38]. The catalyst class is: 54.